From a dataset of Full USPTO retrosynthesis dataset with 1.9M reactions from patents (1976-2016). Predict the reactants needed to synthesize the given product. (1) Given the product [CH3:20][O:19][C:9]1[N:10]=[C:11]2[CH:18]=[CH:17][CH:16]=[CH:15][N:12]2[C:13](=[O:14])[C:8]=1[C:5]1[CH:6]=[CH:7][C:2]([NH:43][CH:44]2[CH2:48][CH2:47][N:46]([C:49]([O:51][C:52]([CH3:55])([CH3:54])[CH3:53])=[O:50])[CH2:45]2)=[CH:3][CH:4]=1, predict the reactants needed to synthesize it. The reactants are: Cl[C:2]1[CH:7]=[CH:6][C:5]([C:8]2[C:13](=[O:14])[N:12]3[CH:15]=[CH:16][CH:17]=[CH:18][C:11]3=[N:10][C:9]=2[O:19][CH3:20])=[CH:4][CH:3]=1.C(C1N=C2C=CC=CN2C(=O)C=1C1C=CC(Cl)=CC=1)CCC.[NH2:43][CH:44]1[CH2:48][CH2:47][N:46]([C:49]([O:51][C:52]([CH3:55])([CH3:54])[CH3:53])=[O:50])[CH2:45]1.NC1CCCN(C(OC(C)(C)C)=O)C1. (2) Given the product [CH3:23][O:22][C:19]1[CH:20]=[CH:21][C:16]([CH:12]2[CH2:13][CH2:14][CH2:15][N:10]([C:8]([C:6]3[CH:7]=[C:2]([N:26]([CH3:27])[CH3:25])[N:3]=[N:4][CH:5]=3)=[O:9])[CH2:11]2)=[C:17]([CH3:24])[CH:18]=1, predict the reactants needed to synthesize it. The reactants are: Cl[C:2]1[N:3]=[N:4][CH:5]=[C:6]([C:8]([N:10]2[CH2:15][CH2:14][CH2:13][CH:12]([C:16]3[CH:21]=[CH:20][C:19]([O:22][CH3:23])=[CH:18][C:17]=3[CH3:24])[CH2:11]2)=[O:9])[CH:7]=1.[CH3:25][NH:26][CH3:27]. (3) Given the product [NH2:13][C:5]1[CH:6]=[C:7]([CH:11]=[CH:12][C:4]=1[O:3][CH2:1][CH3:2])[C:8]([NH2:10])=[O:9], predict the reactants needed to synthesize it. The reactants are: [CH2:1]([O:3][C:4]1[CH:12]=[CH:11][C:7]([C:8]([NH2:10])=[O:9])=[CH:6][C:5]=1[N+:13]([O-])=O)[CH3:2].C(OC1C=CC(C(N)=O)=CC=1[N+]([O-])=O)(C)C.C(OC1C=CC(C(N)=O)=CC=1N=C=S)(C)C. (4) Given the product [Cl:1][C:2]1[C:7]([N+:8]([O-:10])=[O:9])=[CH:6][C:5]([O:11][CH2:17][C:16]2[C:19]([O:23][CH3:24])=[CH:20][CH:21]=[CH:22][C:15]=2[F:14])=[C:4]([O:12][CH3:13])[CH:3]=1, predict the reactants needed to synthesize it. The reactants are: [Cl:1][C:2]1[C:7]([N+:8]([O-:10])=[O:9])=[CH:6][C:5]([OH:11])=[C:4]([O:12][CH3:13])[CH:3]=1.[F:14][C:15]1[CH:22]=[CH:21][CH:20]=[C:19]([O:23][CH3:24])[C:16]=1[CH2:17]Br.C(=O)([O-])[O-].[K+].[K+].O. (5) Given the product [Br:11][C:10]1[C:5]([CH2:3][OH:2])=[N:6][CH:7]=[CH:8][CH:9]=1, predict the reactants needed to synthesize it. The reactants are: C[O:2][C:3]([C:5]1[C:10]([Br:11])=[CH:9][CH:8]=[CH:7][N:6]=1)=O.[BH4-].[Na+]. (6) Given the product [CH3:12][O:8][C:6]1[CH:7]=[C:2]([CH3:1])[CH:3]=[CH:4][C:5]=1[N+:9]([O-:11])=[O:10], predict the reactants needed to synthesize it. The reactants are: [CH3:1][C:2]1[CH:3]=[CH:4][C:5]([N+:9]([O-:11])=[O:10])=[C:6]([OH:8])[CH:7]=1.[C:12]([O-])([O-])=O.[K+].[K+].CI.